The task is: Predict the reaction yield, written as a fraction of the theoretical maximum amount of product (1.0 means a 100% yield; for example, 0.34 means a 34% yield).. This data is from Reaction yield outcomes from USPTO patents with 853,638 reactions. The reactants are [CH2-]C(C)=O.C1N2CCN(CC2)C1.CCN(C(C)C)C(C)C.[CH3:22][Si:23]([CH2:26][CH2:27][O:28][CH2:29]Cl)([CH3:25])[CH3:24].[CH3:31][CH2:32][O:33][C:34](C)=[O:35]. The catalyst is C1(C)C=CC=CC=1.C(Cl)Cl. The product is [CH3:22][Si:23]([CH2:26][CH2:27][O:28][CH2:29][O:35][CH2:34][O:33][CH2:32][CH2:31][Si:23]([CH3:25])([CH3:24])[CH3:22])([CH3:25])[CH3:24]. The yield is 0.750.